This data is from Reaction yield outcomes from USPTO patents with 853,638 reactions. The task is: Predict the reaction yield, written as a fraction of the theoretical maximum amount of product (1.0 means a 100% yield; for example, 0.34 means a 34% yield). (1) The reactants are [F:1][C:2]1[CH:10]=[C:9]2[C:5]([C:6]([Sn](CCCC)(CCCC)CCCC)=[N:7][NH:8]2)=[CH:4][CH:3]=1.[CH3:24][CH:25]([NH:33][C:34]([C:36]1[C:44]2[C:39](=[N:40][CH:41]=[C:42](Br)[N:43]=2)[N:38]([CH2:46][O:47][CH2:48][CH2:49][Si:50]([CH3:53])([CH3:52])[CH3:51])[CH:37]=1)=[O:35])[CH2:26][C:27]1[CH:32]=[CH:31][CH:30]=[CH:29][N:28]=1.CN(C=O)C. The catalyst is CCOCC.[Cu]I.C1C=CC([P]([Pd]([P](C2C=CC=CC=2)(C2C=CC=CC=2)C2C=CC=CC=2)([P](C2C=CC=CC=2)(C2C=CC=CC=2)C2C=CC=CC=2)[P](C2C=CC=CC=2)(C2C=CC=CC=2)C2C=CC=CC=2)(C2C=CC=CC=2)C2C=CC=CC=2)=CC=1. The product is [CH3:24][CH:25]([NH:33][C:34]([C:36]1[C:44]2[C:39](=[N:40][CH:41]=[C:42]([C:6]3[C:5]4[C:9](=[CH:10][C:2]([F:1])=[CH:3][CH:4]=4)[NH:8][N:7]=3)[N:43]=2)[N:38]([CH2:46][O:47][CH2:48][CH2:49][Si:50]([CH3:52])([CH3:51])[CH3:53])[CH:37]=1)=[O:35])[CH2:26][C:27]1[CH:32]=[CH:31][CH:30]=[CH:29][N:28]=1. The yield is 0.610. (2) The product is [Br:13][C:14]1[CH:19]=[CH:18][C:17]([NH:20][C:21]2[O:12][C:3]3[CH:4]=[CH:5][C:6]([C:8]([F:9])([F:10])[F:11])=[CH:7][C:2]=3[N:1]=2)=[C:16]([F:23])[CH:15]=1. The reactants are [NH2:1][C:2]1[CH:7]=[C:6]([C:8]([F:11])([F:10])[F:9])[CH:5]=[CH:4][C:3]=1[OH:12].[Br:13][C:14]1[CH:19]=[CH:18][C:17]([N:20]=[C:21]=S)=[C:16]([F:23])[CH:15]=1.Cl.CN(C)CCCN=C=NCC. The catalyst is C(O)C. The yield is 0.180.